This data is from Full USPTO retrosynthesis dataset with 1.9M reactions from patents (1976-2016). The task is: Predict the reactants needed to synthesize the given product. (1) Given the product [CH3:36][C:17]1[C:16]([NH:1][C@@H:2]2[CH2:7][CH2:6][CH2:5][N:4]([C:8]([O:10][C:11]([CH3:14])([CH3:13])[CH3:12])=[O:9])[CH2:3]2)=[N:25][C:24]2[C:19]([N:18]=1)=[CH:20][CH:21]=[CH:22][C:23]=2[C:26]1[NH:34][C:33]2[CH2:32][CH2:31][NH:30][C:29](=[O:35])[C:28]=2[CH:27]=1, predict the reactants needed to synthesize it. The reactants are: [NH2:1][C@@H:2]1[CH2:7][CH2:6][CH2:5][N:4]([C:8]([O:10][C:11]([CH3:14])([CH3:13])[CH3:12])=[O:9])[CH2:3]1.F[C:16]1[C:17]([CH3:36])=[N:18][C:19]2[C:24]([N:25]=1)=[C:23]([C:26]1[NH:34][C:33]3[CH2:32][CH2:31][NH:30][C:29](=[O:35])[C:28]=3[CH:27]=1)[CH:22]=[CH:21][CH:20]=2. (2) Given the product [Br:1][C:2]1[C:3](=[O:23])[N:4]2[C:8](=[C:9]([CH3:11])[CH:10]=1)[C:7](=[O:12])[CH2:6][C:5]12[CH2:22][CH2:21][CH2:20][CH2:19][CH2:18]1, predict the reactants needed to synthesize it. The reactants are: [Br:1][C:2]1[C:3](=[O:23])[N:4]2[C:8](=[C:9]([CH3:11])[CH:10]=1)[C:7](=[O:12])[CH:6](C(OCC)=O)[C:5]12[CH2:22][CH2:21][CH2:20][CH2:19][CH2:18]1.[Cl-].[Li+].O. (3) Given the product [C:28]1([CH2:34][CH2:35][CH2:36][CH2:37][CH2:38][O:39][C:40](=[O:41])[NH:17][C@@H:16]2[C:15](=[O:18])[NH:14][C@@H:13]2[CH3:12])[CH:33]=[CH:32][CH:31]=[CH:30][CH:29]=1, predict the reactants needed to synthesize it. The reactants are: C1(C)C=CC(S([O-])(=O)=O)=CC=1.[CH3:12][C@@H:13]1[C@H:16]([NH3+:17])[C:15](=[O:18])[NH:14]1.CCN(C(C)C)C(C)C.[C:28]1([CH2:34][CH2:35][CH2:36][CH2:37][CH2:38][O:39][C:40](N2C=CC=CC2=O)=[O:41])[CH:33]=[CH:32][CH:31]=[CH:30][CH:29]=1. (4) Given the product [CH3:51][O:52][C:36]([CH:31]([CH3:30])[CH2:32][C:12]1([CH2:14][CH2:15][C:16]2([CH2:43][CH:42]([C:41]([O:46][CH3:47])=[O:45])[CH3:44])[C:28]3[CH:27]=[CH:26][CH:25]=[CH:24][C:23]=3[C:22]3[C:17]2=[CH:18][CH:19]=[CH:20][CH:21]=3)[C:13]2[CH:1]=[CH:2][CH:3]=[CH:4][C:5]=2[C:6]2[C:11]1=[CH:10][CH:9]=[CH:8][CH:7]=2)=[O:29], predict the reactants needed to synthesize it. The reactants are: [CH:1]1[C:13]2[CH:12]([CH2:14][CH2:15][CH:16]3[C:28]4[CH:27]=[CH:26][CH:25]=[CH:24][C:23]=4[C:22]4[C:17]3=[CH:18][CH:19]=[CH:20][CH:21]=4)[C:11]3[C:6](=[CH:7][CH:8]=[CH:9][CH:10]=3)[C:5]=2[CH:4]=[CH:3][CH:2]=1.[OH-:29].[CH2:30]([N+](C)(C)C)[C:31]1[CH:36]=CC=C[CH:32]=1.[C:41]([O:46][CH3:47])(=[O:45])[C:42]([CH3:44])=[CH2:43].Cl.CN(C)[CH:51]=[O:52]. (5) Given the product [Br:1][C:2]1[C:3](/[CH:11]=[N:17]/[C:18]2[CH:27]=[CH:26][C:21]3[NH:22][C:23](=[O:25])[NH:24][C:20]=3[CH:19]=2)=[CH:4][C:5]2[O:9][CH2:8][O:7][C:6]=2[CH:10]=1, predict the reactants needed to synthesize it. The reactants are: [Br:1][C:2]1[C:3]([CH:11]=O)=[CH:4][C:5]2[O:9][CH2:8][O:7][C:6]=2[CH:10]=1.CC(O)C.[NH2:17][C:18]1[CH:27]=[CH:26][C:21]2[NH:22][C:23](=[O:25])[NH:24][C:20]=2[CH:19]=1. (6) Given the product [CH2:21]([O:28][C:29]1[CH:30]=[C:31]([CH2:37][CH2:38][NH:39][C:12](=[O:14])/[CH:11]=[CH:10]/[C:4]2[CH:5]=[CH:6][C:7]([O:8][CH3:9])=[C:2]([Br:1])[CH:3]=2)[CH:32]=[CH:33][C:34]=1[O:35][CH3:36])[C:22]1[CH:23]=[CH:24][CH:25]=[CH:26][CH:27]=1, predict the reactants needed to synthesize it. The reactants are: [Br:1][C:2]1[CH:3]=[C:4](/[CH:10]=[CH:11]/[C:12]([OH:14])=O)[CH:5]=[CH:6][C:7]=1[O:8][CH3:9].C(Cl)(=O)C(Cl)=O.[CH2:21]([O:28][C:29]1[CH:30]=[C:31]([CH2:37][CH2:38][NH2:39])[CH:32]=[CH:33][C:34]=1[O:35][CH3:36])[C:22]1[CH:27]=[CH:26][CH:25]=[CH:24][CH:23]=1.CCN(C(C)C)C(C)C. (7) Given the product [F:1][C:2]1[CH:7]=[C:6]([C:8]2[N:13]=[C:12]3[N:14]([CH2:17][C:18]4[CH:19]=[C:20]5[C:25](=[CH:26][CH:27]=4)[N:24]=[CH:23][CH:22]=[CH:21]5)[N:15]=[N:16][C:11]3=[CH:10][CH:9]=2)[CH:5]=[CH:4][C:3]=1[NH:28][CH2:29][CH2:30][C:31]([OH:33])=[O:32], predict the reactants needed to synthesize it. The reactants are: [F:1][C:2]1[CH:7]=[C:6]([C:8]2[N:13]=[C:12]3[N:14]([CH2:17][C:18]4[CH:19]=[C:20]5[C:25](=[CH:26][CH:27]=4)[N:24]=[CH:23][CH:22]=[CH:21]5)[N:15]=[N:16][C:11]3=[CH:10][CH:9]=2)[CH:5]=[CH:4][C:3]=1[NH:28][CH2:29][CH2:30][C:31]([O:33]C)=[O:32].[OH-].[Li+].Cl.